This data is from Reaction yield outcomes from USPTO patents with 853,638 reactions. The task is: Predict the reaction yield, written as a fraction of the theoretical maximum amount of product (1.0 means a 100% yield; for example, 0.34 means a 34% yield). (1) The reactants are [Cl:1][C:2]1[CH:11]=[CH:10][C:5]([C:6]([NH:8][NH2:9])=[O:7])=[C:4]([OH:12])[CH:3]=1.[CH2:13](OC(OCC)OCC)C. No catalyst specified. The product is [Cl:1][C:2]1[CH:11]=[CH:10][C:5]([C:6]2[O:7][CH:13]=[N:9][N:8]=2)=[C:4]([OH:12])[CH:3]=1. The yield is 0.350. (2) The reactants are [NH2:1][C:2]1[CH:9]=[CH:8][CH:7]=[CH:6][C:3]=1[C:4]#[N:5].[S-:10][C:11]#[N:12].[Na+].BrBr.C(=O)(O)[O-].[Na+]. The catalyst is CO. The product is [NH2:1][C:2]1[CH:9]=[CH:8][C:7]([S:10][C:11]#[N:12])=[CH:6][C:3]=1[C:4]#[N:5]. The yield is 0.710. (3) The reactants are [Br:1][C:2]1[CH:3]=[C:4]([C:8]2[O:9][C:10]([CH3:17])=[C:11]([CH2:13][C:14](O)=[O:15])[N:12]=2)[CH:5]=[CH:6][CH:7]=1. The catalyst is C1COCC1. The product is [Br:1][C:2]1[CH:3]=[C:4]([C:8]2[O:9][C:10]([CH3:17])=[C:11]([CH2:13][CH2:14][OH:15])[N:12]=2)[CH:5]=[CH:6][CH:7]=1. The yield is 0.720. (4) The reactants are [C:1]1([C:7]2[S:8][C:9]([C:18]([OH:20])=O)=[C:10]([C:12]3[CH:17]=[CH:16][CH:15]=[CH:14][CH:13]=3)[N:11]=2)[CH:6]=[CH:5][CH:4]=[CH:3][CH:2]=1.[NH2:21][C:22]1[CH:27]=[CH:26][CH:25]=[CH:24][CH:23]=1.C(N(C(C)C)CC)(C)C. The catalyst is CN(C=O)C. The product is [C:22]1([NH:21][C:18]([C:9]2[S:8][C:7]([C:1]3[CH:2]=[CH:3][CH:4]=[CH:5][CH:6]=3)=[N:11][C:10]=2[C:12]2[CH:13]=[CH:14][CH:15]=[CH:16][CH:17]=2)=[O:20])[CH:27]=[CH:26][CH:25]=[CH:24][CH:23]=1. The yield is 0.260. (5) The reactants are [N:1]1[CH:6]=[CH:5][CH:4]=[C:3]([NH:7][S:8]([C:11]2[CH:12]=[C:13]([N+:17]([O-])=O)[CH:14]=[CH:15][CH:16]=2)(=[O:10])=[O:9])[CH:2]=1.CN(C)C=O. The catalyst is C(O)C.[Pd]. The product is [N:1]1[CH:6]=[CH:5][CH:4]=[C:3]([NH:7][S:8]([C:11]2[CH:12]=[C:13]([NH2:17])[CH:14]=[CH:15][CH:16]=2)(=[O:10])=[O:9])[CH:2]=1. The yield is 0.980. (6) The reactants are [NH2:1][C:2]1[CH:3]=[CH:4][C:5]([C:9]#[N:10])=[N:6][C:7]=1I.C([O-])([O-])=O.[Cs+].[Cs+].Cl.[C:18]([C:20]1[CH:25]=[CH:24][N:23]=[CH:22][CH:21]=1)#[CH:19].C(Cl)Cl. The catalyst is C1COCC1.[Cu]I.C1C=CC(P(C2C=CC=CC=2)[C-]2C=CC=C2)=CC=1.C1C=CC(P(C2C=CC=CC=2)[C-]2C=CC=C2)=CC=1.Cl[Pd]Cl.[Fe+2]. The product is [NH2:1][C:2]1[CH:3]=[CH:4][C:5]([C:9]#[N:10])=[N:6][C:7]=1[C:19]#[C:18][C:20]1[CH:25]=[CH:24][N:23]=[CH:22][CH:21]=1. The yield is 0.620. (7) The reactants are [CH3:1][C:2]1[C:10]2[C:5](=[CH:6][CH:7]=[C:8]([CH:11]=O)[CH:9]=2)[NH:4][N:3]=1.[C:13](/[CH:15]=[C:16](\[O-:18])/[CH3:17])#[N:14].[Na+].C(O)(=O)C.N1CCCCC1. The catalyst is ClCCl. The product is [CH3:1][C:2]1[C:10]2[C:5](=[CH:6][CH:7]=[C:8](/[CH:11]=[C:15](/[C:16](=[O:18])[CH3:17])\[C:13]#[N:14])[CH:9]=2)[NH:4][N:3]=1. The yield is 0.500. (8) The reactants are [Mg].BrCCBr.Br[C:7]1[CH:8]=[C:9]([CH3:19])[C:10]([N:13]2[CH2:18][CH2:17][O:16][CH2:15][CH2:14]2)=[N:11][CH:12]=1.[B:20](OC)([O:23]C)[O:21]C.Cl. The catalyst is O1CCCC1. The product is [CH3:19][C:9]1[CH:8]=[C:7]([B:20]([OH:23])[OH:21])[CH:12]=[N:11][C:10]=1[N:13]1[CH2:18][CH2:17][O:16][CH2:15][CH2:14]1. The yield is 0.760. (9) The reactants are [C:1]([C:5]1[CH:9]=[C:8]([NH2:10])[N:7]([C:11]2[CH:16]=[C:15]([CH3:17])[CH:14]=[CH:13][C:12]=2[CH3:18])[N:6]=1)([CH3:4])([CH3:3])[CH3:2].Cl[C:20]1[C:25]([C:26]([O:28][CH2:29][CH3:30])=[O:27])=[CH:24][N:23]=[C:22]([S:31][CH3:32])[N:21]=1.C1C=CC(P(C2C(C3C(P(C4C=CC=CC=4)C4C=CC=CC=4)=CC=C4C=3C=CC=C4)=C3C(C=CC=C3)=CC=2)C2C=CC=CC=2)=CC=1.C([O-])([O-])=O.[Cs+].[Cs+]. The catalyst is C1C=CC(/C=C/C(/C=C/C2C=CC=CC=2)=O)=CC=1.C1C=CC(/C=C/C(/C=C/C2C=CC=CC=2)=O)=CC=1.C1C=CC(/C=C/C(/C=C/C2C=CC=CC=2)=O)=CC=1.[Pd].[Pd]. The product is [C:1]([C:5]1[CH:9]=[C:8]([NH:10][C:24]2[C:25]([C:26]([O:28][CH2:29][CH3:30])=[O:27])=[CH:20][N:21]=[C:22]([S:31][CH3:32])[N:23]=2)[N:7]([C:11]2[CH:16]=[C:15]([CH3:17])[CH:14]=[CH:13][C:12]=2[CH3:18])[N:6]=1)([CH3:4])([CH3:3])[CH3:2]. The yield is 0.420. (10) The reactants are [OH:1][C:2]1[CH:10]=[CH:9][C:8]([C:11]2[N:12]([C:27]([O:29][C:30]([CH3:33])([CH3:32])[CH3:31])=[O:28])[C:13]3[C:18]([CH:19]=2)=[CH:17][C:16]([CH2:20][N:21]2[CH2:26][CH2:25][CH2:24][CH2:23][CH2:22]2)=[CH:15][CH:14]=3)=[C:7]2[C:3]=1[CH2:4][NH:5][C:6]2=[O:34].C(N(CC)CC)C.[F:42][C:43]([F:55])([F:54])[C:44]1[CH:49]=[CH:48][CH:47]=[CH:46][C:45]=1[S:50](Cl)(=[O:52])=[O:51]. The catalyst is C(#N)C. The product is [F:55][C:43]([F:42])([F:54])[C:44]1[CH:49]=[CH:48][CH:47]=[CH:46][C:45]=1[S:50]([O:1][C:2]1[CH:10]=[CH:9][C:8]([C:11]2[N:12]([C:27]([O:29][C:30]([CH3:31])([CH3:33])[CH3:32])=[O:28])[C:13]3[C:18]([CH:19]=2)=[CH:17][C:16]([CH2:20][N:21]2[CH2:26][CH2:25][CH2:24][CH2:23][CH2:22]2)=[CH:15][CH:14]=3)=[C:7]2[C:3]=1[CH2:4][NH:5][C:6]2=[O:34])(=[O:51])=[O:52]. The yield is 0.410.